Dataset: Experimentally validated miRNA-target interactions with 360,000+ pairs, plus equal number of negative samples. Task: Binary Classification. Given a miRNA mature sequence and a target amino acid sequence, predict their likelihood of interaction. (1) The miRNA is hsa-miR-4755-3p with sequence AGCCAGGCUCUGAAGGGAAAGU. The protein sequence of the target gene is MASKPEKRVASSVFITLAPPRRDVAVAEEVRQAVCEARRGRPWEAPAPMKTPEAGLAGRPSPWTTPGRAAATVPAAPMQLFNGGCPPPPPVLDGEDVLPDLDLLPPPPPPPPVLLPSEEEAPAPMGASLIADLEQLHLSPPPPPPQAPAEGPSVQPGPLRPMEEELPPPPAEPVEKGASTDICAFCHKTVSPRELAVEAMKRQYHAQCFTCRTCRRQLAGQSFYQKDGRPLCEPCYQDTLERCGKCGEVVRDHIIRALGQAFHPSCFTCVTCARCIGDESFALGSQNEVYCLDDFYRKFA.... Result: 0 (no interaction). (2) The miRNA is mmu-miR-190a-5p with sequence UGAUAUGUUUGAUAUAUUAGGU. The protein sequence of the target gene is MQTSDRDLSGPEASPSGMPEVLSECPPAPTKSAAFDLFNLVLSYKRLEIYLEPLKDAGDGVRYLLRWQMPLCSLLTCLGLNILFLTLNEGAWYSMGALMISVPALLGYLQEVCRGQLPESELMRRKYHSIRQEDLQRVRLSRVHLSRPEAVAEVKSFLIQLEAFLARLCYTCESAYRVLHWENPVVSSQFYGALLGMVCMLYLLPLCWVLALLNSTLFLGNGDFFRVVCEYRACLQRRMNPRQEECACESSALQGAGGRGLLDSSPAPTPTEDLTPGSVEEAEEAEPDEEFKDAIEETHL.... Result: 1 (interaction). (3) The miRNA is cel-miR-66-5p with sequence CAUGACACUGAUUAGGGAUGUGA. The protein sequence of the target gene is MATVAPKGNCLVARAIPSDSHADQLTDLLCKLSVNGDANQKSVNKFESQHGVTPSDFRDIQNIRSSALAKKTKTSKFQLDGVTLFADLTPNSKSKKKTENQETKEKDEEAEEKKDGPPKDDKELKMKKEKEQEDENAELDEQKKDGDLLGRGPVHNVRVATGGSHPYHRAQIPYGCAAQTPITDISAYTGYGSGYECGSTWSLSPDTTIGSISASTTPDTVLSSDGYGSASPPQHSPKESLQSPFSDISSADTSRVLTPENNELPESLQDFILQYSNQYTKEESIRGRPPSADSGVSSPM.... Result: 1 (interaction).